This data is from Forward reaction prediction with 1.9M reactions from USPTO patents (1976-2016). The task is: Predict the product of the given reaction. (1) Given the reactants [CH3:1][CH2:2][CH2:3][C@H:4]1[CH2:8][N:7]([CH3:9])[C@H:6]([C:10]([NH:12][C@H:13]([C@@H:25]([Cl:27])[CH3:26])[C@H:14]2[O:19][C@H:18]([S:20][CH3:21])[C@H:17]([OH:22])[C@@H:16]([OH:23])[C@H:15]2[OH:24])=[O:11])[CH2:5]1.CCC[C@H]1CN(C)[C@H](C(N[C@H:40]([C@@H:52](Cl)[CH3:53])[C@H:41]2[O:46][C@H:45](SC)[C@H:44](O)[C@@H:43](O)[C@H:42]2O)=O)C1.[C:55]([O-])(=O)[CH2:56][CH2:57][CH2:58][CH2:59][CH2:60][CH2:61][CH2:62]CC=C, predict the reaction product. The product is: [CH3:55][CH2:56][CH2:57][CH2:58][CH2:59][CH2:60][CH2:61][CH2:62][CH2:53][CH2:52][CH2:40][CH2:41][CH2:42][CH2:43][CH2:44][C:45]([O:22][C@H:17]1[C@@H:18]([S:20][CH3:21])[O:19][C@@H:14]([CH:13]([NH:12][C:10]([C@H:6]2[N:7]([CH3:9])[CH2:8][C@H:4]([CH2:3][CH2:2][CH3:1])[CH2:5]2)=[O:11])[C@@H:25]([Cl:27])[CH3:26])[C@H:15]([OH:24])[C@@H:16]1[OH:23])=[O:46]. (2) Given the reactants [C:1](Cl)([CH3:3])=[O:2].[Cl:5][C:6]1[C:14]2[C:9](=[N:10][CH:11]=[C:12]([CH2:15][NH:16][C:17]([C@H:19]3[CH2:23][C@@H:22]([OH:24])[CH2:21][N:20]3[C:25](OC(C)(C)C)=[O:26])=O)[N:13]=2)[N:8]([S:32]([C:35]2[CH:41]=[CH:40][C:38]([CH3:39])=[CH:37][CH:36]=2)(=[O:34])=[O:33])[CH:7]=1.[CH3:42]O, predict the reaction product. The product is: [C:1]([O:24][C@@H:22]1[CH2:23][C@H:19]([C:17]2[N:13]3[C:14]4[C:6]([Cl:5])=[CH:7][N:8]([S:32]([C:35]5[CH:41]=[CH:40][C:38]([CH3:39])=[CH:37][CH:36]=5)(=[O:33])=[O:34])[C:9]=4[N:10]=[CH:11][C:12]3=[CH:15][N:16]=2)[N:20]([C:25](=[O:26])[CH3:42])[CH2:21]1)(=[O:2])[CH3:3]. (3) Given the reactants [C:1]([C:4]1[O:5][C:6]2[CH:16]=[C:15]([NH:17][S:18]([CH3:21])(=[O:20])=[O:19])[C:14]([Br:22])=[CH:13][C:7]=2[C:8]=1[C:9]([NH:11][CH3:12])=[O:10])(=[O:3])[CH3:2].[C:23]([O-])([O-])=O.[K+].[K+].CI, predict the reaction product. The product is: [C:1]([C:4]1[O:5][C:6]2[CH:16]=[C:15]([N:17]([CH3:23])[S:18]([CH3:21])(=[O:19])=[O:20])[C:14]([Br:22])=[CH:13][C:7]=2[C:8]=1[C:9]([NH:11][CH3:12])=[O:10])(=[O:3])[CH3:2]. (4) Given the reactants [Br:1][C:2]1[CH:7]=[CH:6][C:5]([C:8]2([C:15](OC)=[O:16])[O:13][CH2:12][CH2:11][N:10]([CH3:14])[CH2:9]2)=[C:4]([N+:19]([O-])=O)[CH:3]=1, predict the reaction product. The product is: [Br:1][C:2]1[CH:3]=[C:4]2[NH:19][C:15](=[O:16])[C:8]3([CH2:9][N:10]([CH3:14])[CH2:11][CH2:12][O:13]3)[C:5]2=[CH:6][CH:7]=1.